Regression. Given a peptide amino acid sequence and an MHC pseudo amino acid sequence, predict their binding affinity value. This is MHC class I binding data. From a dataset of Peptide-MHC class I binding affinity with 185,985 pairs from IEDB/IMGT. (1) The peptide sequence is METDFLELAM. The MHC is HLA-B44:02 with pseudo-sequence HLA-B44:02. The binding affinity (normalized) is 0.705. (2) The peptide sequence is NLSNCVHPA. The MHC is HLA-A02:01 with pseudo-sequence HLA-A02:01. The binding affinity (normalized) is 0.553. (3) The MHC is HLA-A23:01 with pseudo-sequence HLA-A23:01. The binding affinity (normalized) is 0. The peptide sequence is QALSPRTLNAW. (4) The peptide sequence is IPAALIILL. The MHC is H-2-Dd with pseudo-sequence H-2-Dd. The binding affinity (normalized) is 0.0898.